From a dataset of Forward reaction prediction with 1.9M reactions from USPTO patents (1976-2016). Predict the product of the given reaction. (1) Given the reactants [S:1]1[CH:5]=[CH:4][C:3]([CH:6]=[CH:7][CH2:8][CH2:9][C:10]([OH:12])=[O:11])=[CH:2]1.[H][H], predict the reaction product. The product is: [S:1]1[CH:5]=[CH:4][C:3]([CH2:6][CH2:7][CH2:8][CH2:9][C:10]([OH:12])=[O:11])=[CH:2]1. (2) Given the reactants [CH3:1][C:2]1[N:6]([CH2:7][CH2:8][OH:9])[C:5]([N+:10]([O-:12])=[O:11])=[CH:4][N:3]=1.[OH:13][CH2:14][CH2:15]N1C([N+]([O-])=O)=CN=C1C.C(OC(=O)C)(=O)C, predict the reaction product. The product is: [C:14]([O:9][CH2:8][CH2:7][N:6]1[C:5]([N+:10]([O-:12])=[O:11])=[CH:4][N:3]=[C:2]1[CH3:1])(=[O:13])[CH3:15]. (3) Given the reactants [CH3:1][O:2][N:3]([CH3:16])[C:4]([C:6]1[NH:7][C:8]2[C:13]([C:14]=1[CH3:15])=[CH:12][CH:11]=[CH:10][CH:9]=2)=[O:5].[F:17][C:18]1[CH:19]=[C:20](B(O)O)[CH:21]=[CH:22][CH:23]=1.N1C=CC=CC=1, predict the reaction product. The product is: [F:17][C:18]1[CH:23]=[C:22]([N:7]2[C:8]3[C:13](=[CH:12][CH:11]=[CH:10][CH:9]=3)[C:14]([CH3:15])=[C:6]2[C:4]([N:3]([O:2][CH3:1])[CH3:16])=[O:5])[CH:21]=[CH:20][CH:19]=1. (4) The product is: [Br:7][C:8]1[CH:9]=[C:10]([C:19]([F:22])([F:20])[F:21])[CH:11]=[C:12]2[C:16]=1[NH:15][CH:14]=[C:13]2[CH3:17]. Given the reactants [H-].[Al+3].[Li+].[H-].[H-].[H-].[Br:7][C:8]1[CH:9]=[C:10]([C:19]([F:22])([F:21])[F:20])[CH:11]=[C:12]2[C:16]=1[NH:15][CH:14]=[C:13]2[CH:17]=O, predict the reaction product. (5) Given the reactants [N:1]1([C:8]([CH3:12])([CH3:11])[C:9]#[N:10])[CH2:7][CH2:6][CH2:5][CH2:4][CH2:3][CH2:2]1.[C:13]1([Li])[CH:18]=[CH:17][CH:16]=[CH:15][CH:14]=1.[BH4-].[Na+].CC(N1CCCC1)(C)C(N)C1C=CC=CC=1, predict the reaction product. The product is: [N:1]1([C:8]([CH3:12])([CH3:11])[CH:9]([NH2:10])[C:13]2[CH:18]=[CH:17][CH:16]=[CH:15][CH:14]=2)[CH2:7][CH2:6][CH2:5][CH2:4][CH2:3][CH2:2]1. (6) Given the reactants Cl[C:2]1[N:7]=[CH:6][C:5]2[C:8]([C:17]([NH:19][CH:20]3[CH2:25][CH2:24][O:23][CH2:22][CH2:21]3)=[O:18])=[CH:9][N:10]([CH:11]([CH3:16])[C:12]([F:15])([F:14])[F:13])[C:4]=2[CH:3]=1.[NH2:26][C:27]1[CH:32]=[CH:31][N:30]=[C:29]([N:33]2[CH2:38][CH2:37][C:36]([CH3:40])([OH:39])[CH2:35][CH2:34]2)[N:28]=1.C1(P(C2CCCCC2)C2C(OC)=CC=C(OC)C=2C2C(C(C)C)=CC(C(C)C)=CC=2C(C)C)CCCCC1.C(=O)([O-])[O-].[Cs+].[Cs+], predict the reaction product. The product is: [OH:39][C:36]1([CH3:40])[CH2:37][CH2:38][N:33]([C:29]2[N:28]=[C:27]([NH:26][C:2]3[N:7]=[CH:6][C:5]4[C:8]([C:17]([NH:19][CH:20]5[CH2:25][CH2:24][O:23][CH2:22][CH2:21]5)=[O:18])=[CH:9][N:10]([CH:11]([CH3:16])[C:12]([F:15])([F:14])[F:13])[C:4]=4[CH:3]=3)[CH:32]=[CH:31][N:30]=2)[CH2:34][CH2:35]1. (7) Given the reactants [CH2:1]([O:8][C:9](=[O:34])[C@H:10]([CH2:22][CH2:23][CH2:24][CH2:25][NH:26]C(OC(C)(C)C)=O)[NH:11][C:12]([O:14][CH2:15][C:16]1[CH:21]=[CH:20][CH:19]=[CH:18][CH:17]=1)=[O:13])[C:2]1[CH:7]=[CH:6][CH:5]=[CH:4][CH:3]=1.FC(F)(F)C(O)=O, predict the reaction product. The product is: [CH2:1]([O:8][C:9](=[O:34])[C@H:10]([CH2:22][CH2:23][CH2:24][CH2:25][NH2:26])[NH:11][C:12]([O:14][CH2:15][C:16]1[CH:17]=[CH:18][CH:19]=[CH:20][CH:21]=1)=[O:13])[C:2]1[CH:7]=[CH:6][CH:5]=[CH:4][CH:3]=1. (8) Given the reactants [OH:1][C:2]1[CH:7]=[CH:6][C:5]([C@H:8]2[C@H:13]([O:14][Si:15]([CH:22]([CH3:24])[CH3:23])([CH:19]([CH3:21])[CH3:20])[CH:16]([CH3:18])[CH3:17])[CH2:12][N:11]([S:25]([C:28]3[CH:33]=[CH:32][C:31]([CH3:34])=[CH:30][CH:29]=3)(=[O:27])=[O:26])[CH2:10][C@@H:9]2[OH:35])=[CH:4][CH:3]=1.S(OC)(O[CH3:40])(=O)=O.C(=O)([O-])[O-].[K+].[K+], predict the reaction product. The product is: [CH3:40][O:1][C:2]1[CH:3]=[CH:4][C:5]([C@H:8]2[C@H:13]([O:14][Si:15]([CH:19]([CH3:20])[CH3:21])([CH:22]([CH3:23])[CH3:24])[CH:16]([CH3:17])[CH3:18])[CH2:12][N:11]([S:25]([C:28]3[CH:33]=[CH:32][C:31]([CH3:34])=[CH:30][CH:29]=3)(=[O:27])=[O:26])[CH2:10][C@@H:9]2[OH:35])=[CH:6][CH:7]=1. (9) Given the reactants [Cl:1][C:2]1[CH:3]=[C:4]([CH:12]([O:16][CH:17]2[CH2:22][CH2:21][CH2:20][CH:19]=[CH:18]2)[C:13]([OH:15])=O)[CH:5]=[CH:6][C:7]=1[S:8]([CH3:11])(=[O:10])=[O:9].[NH2:23][C:24]1[S:25][CH:26]=[CH:27][N:28]=1.CN([P+](ON1N=NC2C=CC=CC1=2)(N(C)C)N(C)C)C.F[P-](F)(F)(F)(F)F.C(N(CC)CC)C, predict the reaction product. The product is: [Cl:1][C:2]1[CH:3]=[C:4]([CH:12]([O:16][CH:17]2[CH2:22][CH2:21][CH2:20][CH:19]=[CH:18]2)[C:13]([NH:23][C:24]2[S:25][CH:26]=[CH:27][N:28]=2)=[O:15])[CH:5]=[CH:6][C:7]=1[S:8]([CH3:11])(=[O:10])=[O:9].